This data is from Reaction yield outcomes from USPTO patents with 853,638 reactions. The task is: Predict the reaction yield, written as a fraction of the theoretical maximum amount of product (1.0 means a 100% yield; for example, 0.34 means a 34% yield). The reactants are C[O:2][C:3]([CH:5]1[CH2:9][C:8](=[O:10])[N:7]([C:11]2[CH:16]=[CH:15][C:14]([O:17][CH2:18][C:19]3[CH:24]=[CH:23][C:22]([F:25])=[CH:21][CH:20]=3)=[CH:13][CH:12]=2)[CH2:6]1)=[O:4].[OH-].[Na+].O1CCCC1. The catalyst is O. The product is [F:25][C:22]1[CH:21]=[CH:20][C:19]([CH2:18][O:17][C:14]2[CH:13]=[CH:12][C:11]([N:7]3[C:8](=[O:10])[CH2:9][CH:5]([C:3]([OH:4])=[O:2])[CH2:6]3)=[CH:16][CH:15]=2)=[CH:24][CH:23]=1. The yield is 0.850.